This data is from Experimentally validated miRNA-target interactions with 360,000+ pairs, plus equal number of negative samples. The task is: Binary Classification. Given a miRNA mature sequence and a target amino acid sequence, predict their likelihood of interaction. (1) The miRNA is hsa-miR-558 with sequence UGAGCUGCUGUACCAAAAU. The protein sequence of the target gene is MQHYGVNGYSLHAMNSLSAMYNLHQQAAQQAQHAPDYRPSVHALTLAERLAGCTFQDIILEARYGSQHRKQRRSRTAFTAQQLEALEKTFQKTHYPDVVMRERLAMCTNLPEARVQVWFKNRRAKFRKKQRSLQKEQLQKQKEAEGSHGEGKVEAPASDTQLETEQPPGLPSGDPPAELQLSLSEQSASESAPEDQLDREEDSRAEEPKAEKSPGSESKVPGCKRGSPKADSPGSLAITPAAPGGGLLGPSHSYSSSPLSLFRLQEQFRQHMAATNNLMHYSSFEVGGPAPAAAAAAAAA.... Result: 0 (no interaction). (2) The miRNA is hsa-miR-152-3p with sequence UCAGUGCAUGACAGAACUUGG. The protein sequence of the target gene is MAASSLTVTLGRLASACSHSILRPSGPGAASLWSASRRFNSQSTSYLPGYVPKTSLSSPPWPEVVLPDPVEETRHHAEVVKKVNEMIVTGQYGRLFAVVHFASRQWKVTSEDLILIGNELDLACGERIRLEKVLLVGADNFTLLGKPLLGKDLVRVEATVIEKTESWPRIIMRFRKRKNFKKKRIVTTPQTVLRINSIEIAPCLL. Result: 0 (no interaction). (3) The miRNA is hsa-miR-892c-3p with sequence CACUGUUUCCUUUCUGAGUGGA. The protein sequence of the target gene is MDNIPYFLATVLIFSLGFRIEEGMCQHYYLLRPIPSDSLPIVELKEDPDPVLDPKERDLNETELRAILGSHFEQNFMSINPPEDKHAGQDELNESELMKQRPNGIMPKEIKAMEFDIQHGKKHKPSKKLRRRLQLWLWSYTFCPVVHTWQDLGNRFWPRYLKVGSCYNKRSCSVPEGMVCKPPKSSHLTVLRWRCVQRKGGLKCAWIPVQYPVISECKCSCPN. Result: 0 (no interaction). (4) The miRNA is hsa-miR-485-5p with sequence AGAGGCUGGCCGUGAUGAAUUC. The protein sequence of the target gene is MFFTCGPNEAMVVSGFCRSPPVMVAGGRVFVLPCIQQIQRISLNTLTLNVKSEKVYTRHGVPISVTGIAQVKIQGQNKEMLAAACQMFLGKTEAEIAHIALETLEGHQRAIMAHMTVEEIYKDRQKFSEQVFKVASSDLVNMGISVVSYTLKDIHDDQDYLHSLGKARTAQVQKDARIGEAEAKRDAGIREAKAKQEKVSAQYLSEIEMAKAQRDYELKKAAYDIEVNTRRAQADLAYQLQVAKTKQQIEEQRVQVQVVERAQQVAVQEQEIARREKELEARVRKPAEAERYKLERLAEA.... Result: 1 (interaction). (5) The miRNA is hsa-miR-3923 with sequence AACUAGUAAUGUUGGAUUAGGG. The protein sequence of the target gene is MGAAPSPTQASSRGGGPGPPAPTRAVSSSSRARGGALSALGPSPARPLTTSPAPAPPPRSRPARQQPDPQCWEKRGGAGGDTKGGAAGPGPGRLRGMDAEYPAFEPPLCSELKHLCRRLREAYRELKEDLTPFKDDRYYRLAPMRLYTLSKRHFVLVFVVFFICFGLTIFVGIRGPKVIQTSAANFSLNNSKKLKPIQILSNPLSTYNQQLWLTCVVELDQSKETSIKTSFPMTVKVDGVAQDGTTMYIHNKVHNRTRTLTCAGKCAEIIVAHLGYLNYTQYTVIVGFEHLKLPIKGMNF.... Result: 0 (no interaction). (6) The miRNA is hsa-miR-4495 with sequence AAUGUAAACAGGCUUUUUGCU. The protein sequence of the target gene is MSNPGGRRNGPVKLRLTVLCAKNLVKKDFFRLPDPFAKVVVDGSGQCHSTDTVKNTLDPKWNQHYDLYIGKSDSVTISVWNHKKIHKKQGAGFLGCVRLLSNAINRLKDTGYQRLDLCKLGPNDNDTVRGQIVVSLQSRDRIGTGGQVVDCSRLFDNDLPDGWEERRTASGRIQYLNHITRTTQWERPTRPASEYSSPGRPLSCFVDENTPISGTNGATCGQSSDPRLAERRVRSQRHRNYMSRTHLHTPPDLPEGYEQRTTQQGQVYFLHTQTGVSTWHDPRVPRDLSNINCEELGPLP.... Result: 1 (interaction).